From a dataset of NCI-60 drug combinations with 297,098 pairs across 59 cell lines. Regression. Given two drug SMILES strings and cell line genomic features, predict the synergy score measuring deviation from expected non-interaction effect. (1) Drug 1: C1=NC2=C(N1)C(=S)N=C(N2)N. Drug 2: CC1=C(C=C(C=C1)NC(=O)C2=CC=C(C=C2)CN3CCN(CC3)C)NC4=NC=CC(=N4)C5=CN=CC=C5. Cell line: K-562. Synergy scores: CSS=61.3, Synergy_ZIP=0.898, Synergy_Bliss=-1.73, Synergy_Loewe=-3.03, Synergy_HSA=2.06. (2) Drug 1: C1=CN(C(=O)N=C1N)C2C(C(C(O2)CO)O)O.Cl. Drug 2: CNC(=O)C1=NC=CC(=C1)OC2=CC=C(C=C2)NC(=O)NC3=CC(=C(C=C3)Cl)C(F)(F)F. Cell line: DU-145. Synergy scores: CSS=43.4, Synergy_ZIP=0.387, Synergy_Bliss=0.420, Synergy_Loewe=-51.8, Synergy_HSA=-0.395. (3) Drug 1: CC1C(C(CC(O1)OC2CC(CC3=C2C(=C4C(=C3O)C(=O)C5=C(C4=O)C(=CC=C5)OC)O)(C(=O)C)O)N)O.Cl. Drug 2: CC(C)(C#N)C1=CC(=CC(=C1)CN2C=NC=N2)C(C)(C)C#N. Cell line: HCC-2998. Synergy scores: CSS=3.63, Synergy_ZIP=-3.77, Synergy_Bliss=0.563, Synergy_Loewe=-9.39, Synergy_HSA=-0.723. (4) Drug 1: CCC1=CC2CC(C3=C(CN(C2)C1)C4=CC=CC=C4N3)(C5=C(C=C6C(=C5)C78CCN9C7C(C=CC9)(C(C(C8N6C)(C(=O)OC)O)OC(=O)C)CC)OC)C(=O)OC. Drug 2: CS(=O)(=O)CCNCC1=CC=C(O1)C2=CC3=C(C=C2)N=CN=C3NC4=CC(=C(C=C4)OCC5=CC(=CC=C5)F)Cl. Cell line: SK-OV-3. Synergy scores: CSS=46.1, Synergy_ZIP=0.435, Synergy_Bliss=0.519, Synergy_Loewe=-1.87, Synergy_HSA=7.47. (5) Drug 1: CC1C(C(CC(O1)OC2CC(OC(C2O)C)OC3=CC4=CC5=C(C(=O)C(C(C5)C(C(=O)C(C(C)O)O)OC)OC6CC(C(C(O6)C)O)OC7CC(C(C(O7)C)O)OC8CC(C(C(O8)C)O)(C)O)C(=C4C(=C3C)O)O)O)O. Drug 2: CNC(=O)C1=NC=CC(=C1)OC2=CC=C(C=C2)NC(=O)NC3=CC(=C(C=C3)Cl)C(F)(F)F. Cell line: MDA-MB-435. Synergy scores: CSS=67.8, Synergy_ZIP=6.33, Synergy_Bliss=1.11, Synergy_Loewe=-42.4, Synergy_HSA=-0.925. (6) Drug 1: CCC1=CC2CC(C3=C(CN(C2)C1)C4=CC=CC=C4N3)(C5=C(C=C6C(=C5)C78CCN9C7C(C=CC9)(C(C(C8N6C)(C(=O)OC)O)OC(=O)C)CC)OC)C(=O)OC.C(C(C(=O)O)O)(C(=O)O)O. Drug 2: CNC(=O)C1=NC=CC(=C1)OC2=CC=C(C=C2)NC(=O)NC3=CC(=C(C=C3)Cl)C(F)(F)F. Cell line: NCI/ADR-RES. Synergy scores: CSS=32.0, Synergy_ZIP=0.898, Synergy_Bliss=2.55, Synergy_Loewe=2.00, Synergy_HSA=2.00. (7) Drug 1: C1=CC=C(C(=C1)C(C2=CC=C(C=C2)Cl)C(Cl)Cl)Cl. Drug 2: CS(=O)(=O)OCCCCOS(=O)(=O)C. Cell line: CAKI-1. Synergy scores: CSS=5.93, Synergy_ZIP=4.96, Synergy_Bliss=5.88, Synergy_Loewe=2.39, Synergy_HSA=0.722.